This data is from Experimentally validated miRNA-target interactions with 360,000+ pairs, plus equal number of negative samples. The task is: Binary Classification. Given a miRNA mature sequence and a target amino acid sequence, predict their likelihood of interaction. (1) The miRNA is mmu-miR-24-3p with sequence UGGCUCAGUUCAGCAGGAACAG. The protein sequence of the target gene is MKITRQKHAKKHLGFFRNNFGVREPYQILLDGTFCQAALRGRIQLREQLPRYLMGETQLCTTRCVLKELETLGKDLYGAKLIAQKCQVRNCPHFKNAVSGSECLLSMVEEGNPHHYFVATQDQNLSVKVKKKPGVPLMFIIQNTMVLDKPSPKTIAFVKAVESGQLVSVHEKESIKHLKEEQGLVKNTEQSRRKKRKKISGPNPLSCLKKKKKAPDTQSSASEKKRKRKRIRNRSNPKVLSEKQNAEGE. Result: 0 (no interaction). (2) The miRNA is mmu-miR-546 with sequence AUGGUGGCACGGAGUC. The protein sequence of the target gene is MTAEQRQNLQAFRDYIKKILDPTYILSYMSSWLEDEEVQYIQAEKNNKGPMEAASLFLQYLLKLQSEGWFQAFLDALYHAGYCGLCEAIESWDFQKIEKLEEHRLLLRRLEPEFKATVDPNDILSELSECLINQECEEIRQIRDTKGRMAGAEKMAECLIRSDKENWPKVLQLALEKDNSKFSELWIVDKGFKRAESKADEDDGAEASSIQIFIQEEPECQNLSQNPGPPSEASSNNLHSPLKPRNYQLELALPAKKGKNTIICAPTGCGKTFVSLLICEHHLKKFPCGQKGKVVFFANQ.... Result: 1 (interaction). (3) Result: 0 (no interaction). The protein sequence of the target gene is MTRWARVTTSNSKRPLSATSWEDMKKGSVERADQSLPNRKQCQSSRLPLRNDSPQAKRKKNKKKKEYLNEDVNGFMEYLKQNSQVLHNGQLIAADSQEVREEIAVALKKDSRREGRRLKRQAAKKNAMVCFHCRQPGHGIADCPAVLESQDMGTGICYRCGSTEHEMSKCRANVDPALGEFPFAKCFVCGEMGHLSRSCPDNTKGVYADGGSCKLCGSVEHFKKDCRENQNSDRIITVGRWAKGMSADYEDVLDVPKLQKPKTKVPKVVNF. The miRNA is mmu-miR-5134-5p with sequence UUGGCAGAAAGGGCAGCUGUG. (4) The miRNA is hsa-miR-6079 with sequence UUGGAAGCUUGGACCAACUAGCUG. The protein sequence of the target gene is MAQLGKLLKEQKYDRQLRLWGDHGQEALESAHVCLINATATGTEILKNLVLPGIGSFTIIDGNQVSGEDAGNNFFLQRSSIGKNRAEAAMEFLQELNSDVSGSFVEESPENLLDNDPSFFCRFTVVVATQLPESTSLRLADVLWNSQIPLLICRTYGLVGYMRIIIKEHPVIESHPDNALEDLRLDKPFPELREHFQSYDLDHMEKKDHSHTPWIVIIAKYLAQWYSETNGRIPKTYKEKEDFRDLIRQGILKNENGAPEDEENFEEAIKNVNTALNTTQIPSSIEDIFNDDRCINITKQ.... Result: 0 (no interaction). (5) Result: 0 (no interaction). The miRNA is mmu-miR-466a-5p with sequence UAUGUGUGUGUACAUGUACAUA. The protein sequence of the target gene is MAAESDVLHFQFEQQGDVVLQKMNLLRQQNLFCDVSIYINDTEFQGHKVILAACSTFMRDQFLLTQSKHVRITILQSAEVGWKLLLSCYTGALEVKRKELLKYLTAASYLQMVHIVEKCTEALSKYLEIDLSMKNNQHTDLCQSSDTDVKNEEENSDKDCEIIEISEDSPVNLDFHVKEEESNALQSAAETLTSERMRMQSPELSAVDGGFKENEICILHVESISTDDVENGQFSQPCTSSKAGIYFPETQHSLINSTVENRVTEVPGNTNQGLFSENSDGSHGTVNEIQNLDENFSLRH....